Dataset: Catalyst prediction with 721,799 reactions and 888 catalyst types from USPTO. Task: Predict which catalyst facilitates the given reaction. (1) Reactant: [Br-:1].[Na+].CS(O[CH2:8][CH2:9][CH2:10][C:11]1[CH:16]=[CH:15][C:14]([NH:17][C:18]([O:20][C:21]([CH3:24])([CH3:23])[CH3:22])=[O:19])=[CH:13][CH:12]=1)(=O)=O.O.CCOC(C)=O. Product: [Br:1][CH2:8][CH2:9][CH2:10][C:11]1[CH:16]=[CH:15][C:14]([NH:17][C:18](=[O:19])[O:20][C:21]([CH3:24])([CH3:23])[CH3:22])=[CH:13][CH:12]=1. The catalyst class is: 3. (2) Reactant: C([O-])(=O)CC.[OH:6][CH:7]([CH2:13][C:14]1[CH:19]=[CH:18][C:17]([O:20][CH2:21][C:22]2[CH:27]=[CH:26][CH:25]=[CH:24][CH:23]=2)=[CH:16][CH:15]=1)[C:8]([O:10]CC)=[O:9].Cl. Product: [OH:6][CH:7]([CH2:13][C:14]1[CH:19]=[CH:18][C:17]([O:20][CH2:21][C:22]2[CH:27]=[CH:26][CH:25]=[CH:24][CH:23]=2)=[CH:16][CH:15]=1)[C:8]([OH:10])=[O:9]. The catalyst class is: 74. (3) Reactant: C1C2C(COC([NH:18][C:19]3[CH:28]=[C:27]4[C:22]([CH:23]=[CH:24][C:25]([C:29]([NH:31][C:32]5[CH:33]=[C:34]([CH:39]=[CH:40][CH:41]=5)[C:35]([O:37][CH3:38])=[O:36])=[O:30])=[CH:26]4)=[CH:21][CH:20]=3)=O)C3C(=CC=CC=3)C=2C=CC=1.ClCCl.N1CCCCC1. Product: [NH2:18][C:19]1[CH:28]=[C:27]2[C:22]([CH:23]=[CH:24][C:25]([C:29]([NH:31][C:32]3[CH:33]=[C:34]([CH:39]=[CH:40][CH:41]=3)[C:35]([O:37][CH3:38])=[O:36])=[O:30])=[CH:26]2)=[CH:21][CH:20]=1. The catalyst class is: 1.